This data is from Forward reaction prediction with 1.9M reactions from USPTO patents (1976-2016). The task is: Predict the product of the given reaction. (1) The product is: [CH3:13][O:12][C:4]1[CH:5]=[CH:6][C:7]([N+:9]([O-:11])=[O:10])=[CH:8][C:3]=1[CH2:2][C:14]#[N:15]. Given the reactants Br[CH2:2][C:3]1[CH:8]=[C:7]([N+:9]([O-:11])=[O:10])[CH:6]=[CH:5][C:4]=1[O:12][CH3:13].[C-:14]#[N:15].[Na+], predict the reaction product. (2) Given the reactants [C:1]1([P:7]([C:14]2[CH:19]=[CH:18][CH:17]=[CH:16][CH:15]=2)[C:8]2[CH:13]=[CH:12][CH:11]=[CH:10][CH:9]=2)[CH:6]=[CH:5][CH:4]=[CH:3][CH:2]=1.[Cl:20][C:21]#[C:22][C:23]1[CH:28]=[CH:27][C:26]([F:29])=[CH:25][CH:24]=1, predict the reaction product. The product is: [Cl-:20].[F:29][C:26]1[CH:27]=[CH:28][C:23]([C:22]#[C:21][P+:7]([C:1]2[CH:2]=[CH:3][CH:4]=[CH:5][CH:6]=2)([C:8]2[CH:13]=[CH:12][CH:11]=[CH:10][CH:9]=2)[C:14]2[CH:15]=[CH:16][CH:17]=[CH:18][CH:19]=2)=[CH:24][CH:25]=1.